Dataset: Reaction yield outcomes from USPTO patents with 853,638 reactions. Task: Predict the reaction yield, written as a fraction of the theoretical maximum amount of product (1.0 means a 100% yield; for example, 0.34 means a 34% yield). (1) The reactants are [CH:1]1([N:7]2[C:12](=[O:13])[CH2:11][C:10](=[O:14])[N:9]([C:15]([CH3:19])([CH3:18])[CH2:16][CH3:17])[C:8]2=[O:20])[CH2:6][CH2:5][CH2:4][CH2:3][CH2:2]1.C(N(C(C)C)CC)(C)C.[N:30]([CH2:33][C:34]([O:36]CC)=[O:35])=[C:31]=[O:32]. The catalyst is ClCCl. The product is [CH:1]1([N:7]2[C:12]([OH:13])=[C:11]([C:31]([NH:30][CH2:33][C:34]([OH:36])=[O:35])=[O:32])[C:10](=[O:14])[N:9]([C:15]([CH3:19])([CH3:18])[CH2:16][CH3:17])[C:8]2=[O:20])[CH2:2][CH2:3][CH2:4][CH2:5][CH2:6]1. The yield is 0.370. (2) The reactants are [Br:1][C:2]1[CH:3]=[C:4]2[C:8](=[C:9]([C:11]([O:13][CH2:14][CH3:15])=[O:12])[CH:10]=1)[NH:7][CH:6]=[C:5]2[CH:16]1[CH2:22][CH2:21][CH2:20][S:19][CH2:18][CH2:17]1.[C:23](O[C:23]([O:25][C:26]([CH3:29])([CH3:28])[CH3:27])=[O:24])([O:25][C:26]([CH3:29])([CH3:28])[CH3:27])=[O:24]. The catalyst is C(#N)C.O1CCCC1.CN(C)C1C=CN=CC=1. The product is [Br:1][C:2]1[CH:3]=[C:4]2[C:8](=[C:9]([C:11]([O:13][CH2:14][CH3:15])=[O:12])[CH:10]=1)[N:7]([C:23]([O:25][C:26]([CH3:29])([CH3:28])[CH3:27])=[O:24])[CH:6]=[C:5]2[CH:16]1[CH2:22][CH2:21][CH2:20][S:19][CH2:18][CH2:17]1. The yield is 0.730. (3) The reactants are [CH3:1][C:2](=[CH:14][C:15]1[CH:20]=[CH:19][CH:18]=[CH:17][CH:16]=1)[CH2:3][NH:4][CH2:5][CH2:6][CH2:7][N:8]1[CH2:12][CH2:11][CH2:10][CH:9]1[CH3:13].[CH3:21][O:22][C:23]1[CH:24]=[C:25]([CH:29]=[C:30]([O:34][CH3:35])[C:31]=1[O:32][CH3:33])[C:26](O)=[O:27].C(N(CC)CC)C.Cl. The catalyst is C(OCC)(=O)C.CCOCC. The product is [CH3:35][O:34][C:30]1[CH:29]=[C:25]([CH:24]=[C:23]([O:22][CH3:21])[C:31]=1[O:32][CH3:33])[C:26]([N:4]([CH2:3][C:2]([CH3:1])=[CH:14][C:15]1[CH:20]=[CH:19][CH:18]=[CH:17][CH:16]=1)[CH2:5][CH2:6][CH2:7][N:8]1[CH2:12][CH2:11][CH2:10][CH:9]1[CH3:13])=[O:27]. The yield is 0.150. (4) The reactants are [C:1]1([OH:11])[C:10]2[C:5](=[CH:6][CH:7]=[CH:8][CH:9]=2)[CH:4]=[CH:3][CH:2]=1.[C:12]([N:15]1[CH2:20][CH2:19][C:18](=O)[CH2:17][CH2:16]1)(=[O:14])[CH3:13].B(F)(F)F.CCOCC.Cl. The catalyst is CC#N. The product is [OH:11][C:1]1[C:10]2[C:5](=[CH:6][CH:7]=[CH:8][CH:9]=2)[CH:4]=[CH:3][C:2]=1[C:18]1[CH2:19][CH2:20][N:15]([C:12](=[O:14])[CH3:13])[CH2:16][CH:17]=1. The yield is 0.540. (5) The reactants are C([O-])=O.[NH4+].[CH2:5]([O:12][C:13]1[C:18]([O:19][CH3:20])=[CH:17][C:16]([C:21](=[O:23])[CH3:22])=[C:15]([N+:24]([O-])=O)[CH:14]=1)[C:6]1[CH:11]=[CH:10][CH:9]=[CH:8][CH:7]=1.C1(C)C=CC=CC=1. The catalyst is [Fe].O. The product is [NH2:24][C:15]1[CH:14]=[C:13]([O:12][CH2:5][C:6]2[CH:11]=[CH:10][CH:9]=[CH:8][CH:7]=2)[C:18]([O:19][CH3:20])=[CH:17][C:16]=1[C:21](=[O:23])[CH3:22]. The yield is 0.900. (6) The reactants are [F:1][C:2]([F:18])([F:17])[C:3]([NH:5][C@@H:6]1[CH2:10][CH2:9][N:8]([C:11](=[O:16])[C:12]([F:15])([F:14])[F:13])[CH2:7]1)=[O:4].C(O)(=O)C.[C:23]([O:27][C:28](=[O:31])[CH2:29]Br)([CH3:26])([CH3:25])[CH3:24]. The catalyst is CN(C=O)C. The product is [C:23]([O:27][C:28](=[O:31])[CH2:29][N:5]([C:3](=[O:4])[C:2]([F:1])([F:17])[F:18])[C@@H:6]1[CH2:10][CH2:9][N:8]([C:11](=[O:16])[C:12]([F:15])([F:13])[F:14])[CH2:7]1)([CH3:26])([CH3:25])[CH3:24]. The yield is 0.737. (7) The yield is 0.880. The reactants are [Cl:1][C:2]1[C:3]([C:36]([F:39])([F:38])[F:37])=[CH:4][C:5]2[N:9]=[C:8]([CH:10]([OH:12])[CH3:11])[N:7]([C:13]3[CH:18]=[CH:17][C:16]([CH2:19][CH2:20][NH:21][C:22]([NH:24][S:25]([C:28]4[CH:33]=[CH:32][C:31]([CH3:34])=[CH:30][CH:29]=4)(=[O:27])=[O:26])=[O:23])=[CH:15][CH:14]=3)[C:6]=2[CH:35]=1. The catalyst is C(Cl)Cl.O=[Mn]=O. The product is [C:10]([C:8]1[N:7]([C:13]2[CH:18]=[CH:17][C:16]([CH2:19][CH2:20][NH:21][C:22]([NH:24][S:25]([C:28]3[CH:33]=[CH:32][C:31]([CH3:34])=[CH:30][CH:29]=3)(=[O:27])=[O:26])=[O:23])=[CH:15][CH:14]=2)[C:6]2[CH:35]=[C:2]([Cl:1])[C:3]([C:36]([F:38])([F:39])[F:37])=[CH:4][C:5]=2[N:9]=1)(=[O:12])[CH3:11].